From a dataset of Forward reaction prediction with 1.9M reactions from USPTO patents (1976-2016). Predict the product of the given reaction. (1) Given the reactants Br[C:2]1[C:3]2[C:8]([C:9](Br)=[C:10]3[C:15]=1[CH:14]=[C:13]([O:16][CH2:17][CH:18]([CH2:23][CH3:24])[CH2:19][CH2:20][CH2:21][CH3:22])[CH:12]=[CH:11]3)=[CH:7][C:6]([O:26][CH2:27][CH:28]([CH2:33][CH3:34])[CH2:29][CH2:30][CH2:31][CH3:32])=[CH:5][CH:4]=2.[C:35]1([CH3:41])[CH:40]=[CH:39][CH:38]=[CH:37][CH:36]=1.[H-].[CH2:48]([Al+][CH2:48][CH:49]([CH3:51])[CH3:50])[CH:49]([CH3:51])[CH3:50], predict the reaction product. The product is: [C:35]1([C:41]([C:4]2[CH:3]=[CH:8][CH:7]=[CH:6][CH:5]=2)=[CH:48][C:49]2[CH:51]=[CH:27][C:28]([C:2]3[C:3]4[C:8]([C:9]([C:18]5[CH:17]=[CH:50][C:49]([CH:51]=[C:51]([C:49]6[CH:48]=[CH:20][CH:21]=[CH:22][CH:50]=6)[C:10]6[CH:15]=[CH:14][CH:13]=[CH:12][CH:11]=6)=[CH:48][CH:19]=5)=[C:10]5[C:11]=3[CH:12]=[C:13]([O:16][CH2:17][CH:18]([CH2:23][CH3:24])[CH2:19][CH2:20][CH2:21][CH3:22])[CH:14]=[CH:15]5)=[CH:7][C:6]([O:26][CH2:27][CH:28]([CH2:33][CH3:34])[CH2:29][CH2:30][CH2:31][CH3:32])=[CH:5][CH:4]=4)=[CH:29][CH:50]=2)[CH:40]=[CH:39][CH:38]=[CH:37][CH:36]=1. (2) Given the reactants [Na+].[I-:2].CN[C@@H]1CCCC[C@H]1NC.Br[C:14]1[C:15]2[CH:22]=[CH:21][CH:20]=[CH:19][C:16]=2[S:17][CH:18]=1.C1(C)C=CC=C(C)C=1, predict the reaction product. The product is: [I:2][C:14]1[C:15]2[CH:22]=[CH:21][CH:20]=[CH:19][C:16]=2[S:17][CH:18]=1. (3) Given the reactants [Cl:1][C:2]1[CH:3]=[CH:4][C:5]2[C:11]3[N:12](CC4C=CC(OC)=CC=4OC)[C:13](=[O:21])[C:14]([C:17]([O:19]C)=[O:18])=[C:15]([OH:16])[C:10]=3[CH2:9][CH2:8][CH2:7][C:6]=2[CH:33]=1.[CH3:34][N:35]1[CH2:39][CH2:38][C:37]2([CH2:43][CH2:42][NH:41][CH2:40]2)[CH2:36]1, predict the reaction product. The product is: [ClH:1].[OH:16][C:15]1[C:10]2[CH2:9][CH2:8][CH2:7][C:6]3[CH:33]=[C:2]([N:41]4[CH2:42][CH2:43][C:37]5([CH2:38][CH2:39][N:35]([CH3:34])[CH2:36]5)[CH2:40]4)[CH:3]=[CH:4][C:5]=3[C:11]=2[NH:12][C:13](=[O:21])[C:14]=1[C:17]([OH:19])=[O:18]. (4) Given the reactants [F:1][C:2]([C:5]1[CH:10]=[CH:9][C:8](I)=[CH:7][CH:6]=1)([F:4])[CH3:3].C([Mg]Cl)(C)C.[F:17][C:18]1[CH:19]=[C:20]([CH:23]=[CH:24][C:25]=1[C@@H:26]1[N:30]2[CH:31]=[N:32][CH:33]=[C:29]2[C:28](=[O:34])[CH2:27]1)[C:21]#[N:22], predict the reaction product. The product is: [F:1][C:2]([C:5]1[CH:10]=[CH:9][C:8]([C@:28]2([OH:34])[C:29]3[N:30]([CH:31]=[N:32][CH:33]=3)[C@@H:26]([C:25]3[CH:24]=[CH:23][C:20]([C:21]#[N:22])=[CH:19][C:18]=3[F:17])[CH2:27]2)=[CH:7][CH:6]=1)([F:4])[CH3:3]. (5) Given the reactants Br[C:2]1[C:3](=[O:17])[C:4]([CH3:16])([CH3:15])[O:5][C:6]=1[C:7]1[CH:12]=[CH:11][C:10]([O:13][CH3:14])=[CH:9][CH:8]=1.[CH2:18]([O:25][C:26]1[CH:31]=[CH:30][C:29](B2OC(C)(C)C(C)(C)O2)=[CH:28][CH:27]=1)[C:19]1[CH:24]=[CH:23][CH:22]=[CH:21][CH:20]=1.C([O-])([O-])=O.[Cs+].[Cs+], predict the reaction product. The product is: [CH2:18]([O:25][C:26]1[CH:31]=[CH:30][C:29]([C:2]2[C:3](=[O:17])[C:4]([CH3:16])([CH3:15])[O:5][C:6]=2[C:7]2[CH:12]=[CH:11][C:10]([O:13][CH3:14])=[CH:9][CH:8]=2)=[CH:28][CH:27]=1)[C:19]1[CH:24]=[CH:23][CH:22]=[CH:21][CH:20]=1. (6) Given the reactants [H-].[Na+].[Si:3]([O:10][CH:11]1[C:15]([CH3:17])([CH3:16])[CH2:14][NH:13][C:12]1=[O:18])([C:6]([CH3:9])([CH3:8])[CH3:7])([CH3:5])[CH3:4].Cl[C:20]([O:22][CH2:23][C:24]1[CH:29]=[CH:28][CH:27]=[CH:26][CH:25]=1)=[O:21].Cl, predict the reaction product. The product is: [Si:3]([O:10][CH:11]1[C:15]([CH3:17])([CH3:16])[CH2:14][N:13]([C:20]([O:22][CH2:23][C:24]2[CH:29]=[CH:28][CH:27]=[CH:26][CH:25]=2)=[O:21])[C:12]1=[O:18])([C:6]([CH3:9])([CH3:8])[CH3:7])([CH3:5])[CH3:4]. (7) Given the reactants [O:1]1[C:6]2[CH:7]=[CH:8][C:9]([CH2:11][NH:12][C:13]3[CH:14]=[C:15]([CH:18]=[CH:19][C:20]=3F)[C:16]#[N:17])=[CH:10][C:5]=2[O:4][CH2:3][CH2:2]1.NC1C=C(C=CC=1[F:31])C#N.O1C2C=CC(C=O)=CC=2OCC1, predict the reaction product. The product is: [O:1]1[C:6]2[CH:7]=[CH:8][C:9]([CH2:11][NH:12][C:13]3[CH:14]=[C:15]([CH:18]=[C:19]([F:31])[CH:20]=3)[C:16]#[N:17])=[CH:10][C:5]=2[O:4][CH2:3][CH2:2]1.